From a dataset of Catalyst prediction with 721,799 reactions and 888 catalyst types from USPTO. Predict which catalyst facilitates the given reaction. (1) Reactant: [C:1]([N:8]1[CH2:16][CH2:15][CH:11]([C:12]([OH:14])=O)[CH2:10][CH2:9]1)([O:3][C:4]([CH3:7])([CH3:6])[CH3:5])=[O:2].C1C=CC2N(O)N=NC=2C=1.CCN=C=NCCCN(C)C.[NH2:38][C:39]1[CH:44]=[CH:43][C:42]([C@@H:45]([NH:47][C:48]2[C:57]3[C:52](=[CH:53][C:54]([CH3:58])=[CH:55][CH:56]=3)[N:51]=[C:50]([N:59]([CH3:61])[CH3:60])[N:49]=2)[CH3:46])=[CH:41][CH:40]=1. Product: [CH3:61][N:59]([CH3:60])[C:50]1[N:49]=[C:48]([NH:47][C@H:45]([C:42]2[CH:41]=[CH:40][C:39]([NH:38][C:12]([CH:11]3[CH2:10][CH2:9][N:8]([C:1]([O:3][C:4]([CH3:5])([CH3:6])[CH3:7])=[O:2])[CH2:16][CH2:15]3)=[O:14])=[CH:44][CH:43]=2)[CH3:46])[C:57]2[C:52](=[CH:53][C:54]([CH3:58])=[CH:55][CH:56]=2)[N:51]=1. The catalyst class is: 3. (2) Reactant: Br[C:2]1[C:6](Br)=[CH:5][S:4][CH:3]=1.[CH3:8][OH:9].[CH3:10][O-:11].[Na+].[Na+].[Cl-]. Product: [CH3:8][O:9][C:2]1[C:6]([O:11][CH3:10])=[CH:5][S:4][CH:3]=1. The catalyst class is: 205. (3) Reactant: [F:1][CH:2]([F:10])[N:3]1[CH:7]=[C:6]([C:8]#[CH:9])[CH:5]=[N:4]1.[Br:11][C:12]1[CH:17]=[C:16]([NH:18][S:19]([CH3:22])(=[O:21])=[O:20])[C:15](I)=[CH:14][N:13]=1.C(N(CC)CC)C. Product: [Br:11][C:12]1[N:13]=[CH:14][C:15]2[CH:9]=[C:8]([C:6]3[CH:5]=[N:4][N:3]([CH:2]([F:10])[F:1])[CH:7]=3)[N:18]([S:19]([CH3:22])(=[O:21])=[O:20])[C:16]=2[CH:17]=1. The catalyst class is: 654. (4) Reactant: [CH3:1][C:2]1[CH:22]=[CH:21][CH:20]=[C:19]([CH3:23])[C:3]=1[CH2:4][O:5][C:6]1[CH:7]=[C:8]([CH2:13][C:14]([O:16]CC)=[O:15])[CH:9]=[CH:10][C:11]=1[CH3:12].[OH-].[Na+].Cl. Product: [CH3:1][C:2]1[CH:22]=[CH:21][CH:20]=[C:19]([CH3:23])[C:3]=1[CH2:4][O:5][C:6]1[CH:7]=[C:8]([CH2:13][C:14]([OH:16])=[O:15])[CH:9]=[CH:10][C:11]=1[CH3:12]. The catalyst class is: 8.